Dataset: Forward reaction prediction with 1.9M reactions from USPTO patents (1976-2016). Task: Predict the product of the given reaction. (1) Given the reactants [Br:1][C:2]1[CH:7]=[N:6][C:5]([O:8]C)=[C:4]2[N:10]([S:14]([C:17]3[CH:23]=[CH:22][C:20]([CH3:21])=[CH:19][CH:18]=3)(=[O:16])=[O:15])[C:11]([I:13])=[CH:12][C:3]=12.[I-].[Na+].Cl[Si](C)(C)C.O, predict the reaction product. The product is: [Br:1][C:2]1[C:3]2[CH:12]=[C:11]([I:13])[N:10]([S:14]([C:17]3[CH:23]=[CH:22][C:20]([CH3:21])=[CH:19][CH:18]=3)(=[O:15])=[O:16])[C:4]=2[C:5](=[O:8])[NH:6][CH:7]=1. (2) Given the reactants [Cl:1][C:2]1[CH:7]=[CH:6][CH:5]=[C:4]([Cl:8])[C:3]=1[CH2:9][S:10]([C:13]1[CH:14]=[C:15]2[C:19](=[CH:20][CH:21]=1)[NH:18][C:17](=[O:22])[CH2:16]2)(=[O:12])=[O:11].[CH:23]1([CH2:26][N:27]2[CH2:32][CH2:31][N:30]([CH2:33][C:34]3[C:35]([CH3:42])=[C:36]([CH:40]=O)[NH:37][C:38]=3[CH3:39])[CH2:29][CH2:28]2)[CH2:25][CH2:24]1, predict the reaction product. The product is: [CH:23]1([CH2:26][N:27]2[CH2:32][CH2:31][N:30]([CH2:33][C:34]3[C:35]([CH3:42])=[C:36](/[CH:40]=[C:16]4\[C:17](=[O:22])[NH:18][C:19]5[C:15]\4=[CH:14][C:13]([S:10]([CH2:9][C:3]4[C:2]([Cl:1])=[CH:7][CH:6]=[CH:5][C:4]=4[Cl:8])(=[O:12])=[O:11])=[CH:21][CH:20]=5)[NH:37][C:38]=3[CH3:39])[CH2:29][CH2:28]2)[CH2:25][CH2:24]1. (3) Given the reactants [CH2:1]([O:3][C:4]([C:6]1[N:7]=[C:8](Cl)[O:9][CH:10]=1)=[O:5])[CH3:2].[C:12]([C:14]1[CH:19]=[CH:18][C:17](B(O)O)=[C:16]([F:23])[CH:15]=1)#[N:13].C([O-])([O-])=O.[Na+].[Na+], predict the reaction product. The product is: [CH2:1]([O:3][C:4]([C:6]1[N:7]=[C:8]([C:17]2[CH:18]=[CH:19][C:14]([C:12]#[N:13])=[CH:15][C:16]=2[F:23])[O:9][CH:10]=1)=[O:5])[CH3:2]. (4) Given the reactants [CH2:1]([O:3][C:4]([CH2:6][N:7]1[C:16](=[O:17])[CH:15]2[CH:10]([CH:11]3[C:18](=[C:19]([C:26]4[CH:31]=[CH:30][CH:29]=[CH:28][N:27]=4)[C:20]4[CH:25]=[CH:24][CH:23]=[CH:22][CH:21]=4)[CH:14]2[C:13]([C:32]([OH:45])([C:39]2[CH:44]=[CH:43][CH:42]=[CH:41][N:40]=2)[C:33]2[CH:38]=[CH:37][CH:36]=[CH:35][CH:34]=2)=[CH:12]3)[C:8]1=[O:9])=[O:5])[CH3:2].C(=O)([O-])[O-].[K+].[K+].ClCC(O[CH2:57][CH2:58][CH2:59][CH2:60][CH2:61][CH2:62]CC)=O, predict the reaction product. The product is: [OH:45][C:32]([C:13]1[CH:14]2[C:18](=[C:19]([C:26]3[CH:31]=[CH:30][CH:29]=[CH:28][N:27]=3)[C:20]3[CH:25]=[CH:24][CH:23]=[CH:22][CH:21]=3)[CH:11]([CH:12]=1)[CH:10]1[C:8]([N:7]([CH2:6][C:4]([O:3][CH2:1][CH2:2][CH2:57][CH2:58][CH2:59][CH2:60][CH2:61][CH3:62])=[O:5])[C:16](=[O:17])[CH:15]21)=[O:9])([C:39]1[CH:44]=[CH:43][CH:42]=[CH:41][N:40]=1)[C:33]1[CH:34]=[CH:35][CH:36]=[CH:37][CH:38]=1. (5) Given the reactants [C:1]1([C:7]2[N:8]([CH2:18][O:19][CH2:20][CH2:21][Si:22]([CH3:25])([CH3:24])[CH3:23])[CH:9]=[C:10]([C:12]3[CH:17]=[CH:16][N:15]=[CH:14][CH:13]=3)[N:11]=2)[CH:6]=[CH:5][CH:4]=[CH:3][CH:2]=1.[Br:26]Br.C(=O)([O-])[O-].[Na+].[Na+], predict the reaction product. The product is: [Br:26][C:9]1[N:8]([CH2:18][O:19][CH2:20][CH2:21][Si:22]([CH3:25])([CH3:24])[CH3:23])[C:7]([C:1]2[CH:2]=[CH:3][CH:4]=[CH:5][CH:6]=2)=[N:11][C:10]=1[C:12]1[CH:17]=[CH:16][N:15]=[CH:14][CH:13]=1. (6) Given the reactants [NH:1]1[C:9]2[C:4](=[CH:5][CH:6]=[CH:7][CH:8]=2)[C:3]2([C:21]3[C:12](=[CH:13][C:14]4[O:19][CH2:18][CH2:17][O:16][C:15]=4[CH:20]=3)[O:11][CH2:10]2)[C:2]1=[O:22].[CH3:23][O:24][C:25]1[CH:26]=[C:27]([CH:30]=[CH:31][C:32]=1[O:33][CH3:34])[CH2:28]Br.BrCC1CCCCO1, predict the reaction product. The product is: [CH3:23][O:24][C:25]1[CH:26]=[C:27]([CH:30]=[CH:31][C:32]=1[O:33][CH3:34])[CH2:28][N:1]1[C:9]2[C:4](=[CH:5][CH:6]=[CH:7][CH:8]=2)[C:3]2([C:21]3[C:12](=[CH:13][C:14]4[O:19][CH2:18][CH2:17][O:16][C:15]=4[CH:20]=3)[O:11][CH2:10]2)[C:2]1=[O:22].